From a dataset of TCR-epitope binding with 47,182 pairs between 192 epitopes and 23,139 TCRs. Binary Classification. Given a T-cell receptor sequence (or CDR3 region) and an epitope sequence, predict whether binding occurs between them. (1) The epitope is EIYKRWII. The TCR CDR3 sequence is CASSVDAGGELFF. Result: 1 (the TCR binds to the epitope). (2) The epitope is WICLLQFAY. The TCR CDR3 sequence is CASSVGSEQYF. Result: 1 (the TCR binds to the epitope). (3) The epitope is NQKLIANQF. The TCR CDR3 sequence is CASSPGGTSYEQYF. Result: 0 (the TCR does not bind to the epitope).